This data is from Catalyst prediction with 721,799 reactions and 888 catalyst types from USPTO. The task is: Predict which catalyst facilitates the given reaction. Reactant: Br[C:2]1[CH:3]=[C:4]([C:8]2[O:9][CH:10]=[C:11]([C:13]3[CH:18]=[CH:17][CH:16]=[CH:15][N:14]=3)[N:12]=2)[CH:5]=[CH:6][CH:7]=1.[CH3:19][N:20](C)C=O. Product: [C:19]([C:2]1[CH:3]=[C:4]([C:8]2[O:9][CH:10]=[C:11]([C:13]3[CH:18]=[CH:17][CH:16]=[CH:15][N:14]=3)[N:12]=2)[CH:5]=[CH:6][CH:7]=1)#[N:20]. The catalyst class is: 267.